This data is from Experimentally validated miRNA-target interactions with 360,000+ pairs, plus equal number of negative samples. The task is: Binary Classification. Given a miRNA mature sequence and a target amino acid sequence, predict their likelihood of interaction. The miRNA is hsa-miR-6088 with sequence AGAGAUGAAGCGGGGGGGCG. The protein sequence of the target gene is MRLWSWVLHLGLLSAALGCGLAERPRRARRDPRAGRPPRPAAGPATCATRAARGRRASPPPPPPPGGAWEAVRVPRRRQQREARGATEEPSPPSRALYFSGRGEQLRLRADLELPRDAFTLQVWLRAEGGQRSPAVITGLYDKCSYISRDRGWVVGIHTISDQDNKDPRYFFSLKTDRARQVTTINAHRSYLPGQWVYLAATYDGQFMKLYVNGAQVATSGEQVGGIFSPLTQKCKVLMLGGSALNHNYRGYIEHFSLWKVARTQREILSDMETHGAHTALPQLLLQENWDNVKHAWSPM.... Result: 1 (interaction).